This data is from M1 muscarinic receptor antagonist screen with 61,756 compounds. The task is: Binary Classification. Given a drug SMILES string, predict its activity (active/inactive) in a high-throughput screening assay against a specified biological target. (1) The result is 0 (inactive). The drug is O=C(n1nc(cc1C)C)CNC(=O)c1occc1. (2) The molecule is O=C(N1C2CC(CC(C2)(C)C)(C1)C)C(N1C(=O)c2c(C1=O)cccc2)CC. The result is 0 (inactive).